Dataset: Full USPTO retrosynthesis dataset with 1.9M reactions from patents (1976-2016). Task: Predict the reactants needed to synthesize the given product. Given the product [C:4]([CH2:6][O:7][C:8]1[CH:9]=[C:10]([CH:31]=[CH:32][C:33]=1[C:34]1[CH:39]=[CH:38][CH:37]=[CH:36][CH:35]=1)[CH2:11][NH:12][C:13]1[N:17]([C@@H:18]2[O:24][C@H:23]([CH2:25][OH:26])[C@@H:21]([OH:22])[C@H:19]2[OH:20])[C:16]2[CH:27]=[CH:28][CH:29]=[CH:30][C:15]=2[N:14]=1)([OH:5])=[O:3], predict the reactants needed to synthesize it. The reactants are: C([O:3][C:4]([CH2:6][O:7][C:8]1[CH:9]=[C:10]([CH:31]=[CH:32][C:33]=1[C:34]1[CH:39]=[CH:38][CH:37]=[CH:36][CH:35]=1)[CH2:11][NH:12][C:13]1[N:17]([C@@H:18]2[O:24][C@H:23]([CH2:25][OH:26])[C@@H:21]([OH:22])[C@H:19]2[OH:20])[C:16]2[CH:27]=[CH:28][CH:29]=[CH:30][C:15]=2[N:14]=1)=[O:5])C.[OH-].[Na+].Cl.